This data is from Catalyst prediction with 721,799 reactions and 888 catalyst types from USPTO. The task is: Predict which catalyst facilitates the given reaction. (1) Reactant: [BH4-].[Na+].[C:3]([O:7][C:8]([N:10]1[CH2:15][CH2:14][C:13](=[O:16])[CH2:12][CH2:11]1)=[O:9])([CH3:6])([CH3:5])[CH3:4].C(N(CC)CC)C. Product: [C:3]([O:7][C:8]([N:10]1[CH2:15][CH2:14][CH:13]([OH:16])[CH2:12][CH2:11]1)=[O:9])([CH3:6])([CH3:4])[CH3:5]. The catalyst class is: 4. (2) Reactant: [CH2:1]([O:3][C:4]([C:6]1[C:15](=[O:16])[C:14]2[C:9](=[C:10]([CH3:18])[N:11]=[C:12]([CH3:17])[CH:13]=2)[NH:8][CH:7]=1)=[O:5])[CH3:2].ClCCl.C(N(CC)CC)C.Cl[C:30]([O:32][CH2:33][C:34]1[CH:39]=[CH:38][CH:37]=[CH:36][CH:35]=1)=[O:31]. Product: [CH2:1]([O:3][C:4]([C:6]1[C:15](=[O:16])[C:14]2[C:9](=[C:10]([CH3:18])[N:11]=[C:12]([CH3:17])[CH:13]=2)[N:8]([C:30]([O:32][CH2:33][C:34]2[CH:39]=[CH:38][CH:37]=[CH:36][CH:35]=2)=[O:31])[CH:7]=1)=[O:5])[CH3:2]. The catalyst class is: 6. (3) Reactant: [O:1]([C:9]1[CH:10]=[C:11]([C@H:23]([OH:28])[CH2:24][N+:25]([O-])=O)[CH:12]=[CH:13][C:14]=1[O:15][Si:16]([C:19]([CH3:22])([CH3:21])[CH3:20])([CH3:18])[CH3:17])[Si:2]([C:5]([CH3:8])([CH3:7])[CH3:6])([CH3:4])[CH3:3].[H][H]. Product: [O:1]([C:9]1[CH:10]=[C:11]([C@H:23]([OH:28])[CH2:24][NH2:25])[CH:12]=[CH:13][C:14]=1[O:15][Si:16]([C:19]([CH3:21])([CH3:20])[CH3:22])([CH3:18])[CH3:17])[Si:2]([C:5]([CH3:8])([CH3:6])[CH3:7])([CH3:4])[CH3:3]. The catalyst class is: 19. (4) Reactant: C[Si]([N-][Si](C)(C)C)(C)C.[Li+].[N:11]1[CH:16]=[CH:15][N:14]=[CH:13][C:12]=1[C:17](=[O:19])[CH3:18].[C:20](OC)(=[O:25])[C:21]([O:23][CH3:24])=[O:22].C(OCC)C. Product: [CH3:24][O:23][C:21](=[O:22])[C:20](=[O:25])[CH2:18][C:17]([C:12]1[CH:13]=[N:14][CH:15]=[CH:16][N:11]=1)=[O:19]. The catalyst class is: 30.